This data is from Reaction yield outcomes from USPTO patents with 853,638 reactions. The task is: Predict the reaction yield, written as a fraction of the theoretical maximum amount of product (1.0 means a 100% yield; for example, 0.34 means a 34% yield). (1) The reactants are [CH3:1][O:2][C:3]1[CH:4]=[C:5]([NH:13][C:14]2[CH:19]=[N:18][CH:17]=[C:16](Cl)[N:15]=2)[CH:6]=[C:7]([O:11][CH3:12])[C:8]=1[O:9][CH3:10].[N:21]1[CH:26]=[CH:25][CH:24]=[C:23](B(O)O)[CH:22]=1. No catalyst specified. The product is [CH3:1][O:2][C:3]1[CH:4]=[C:5]([NH:13][C:14]2[CH:19]=[N:18][CH:17]=[C:16]([C:23]3[CH:22]=[N:21][CH:26]=[CH:25][CH:24]=3)[N:15]=2)[CH:6]=[C:7]([O:11][CH3:12])[C:8]=1[O:9][CH3:10]. The yield is 0.521. (2) The reactants are [CH3:1][C:2]1[N:3]([CH2:31][C:32]2[CH:41]=[CH:40][CH:39]=[CH:38][C:33]=2[C:34]([O:36]C)=[O:35])[C:4](=[O:30])[C:5]([CH2:11][C:12]2[CH:17]=[CH:16][C:15]([C:18]3[CH:23]=[CH:22][CH:21]=[CH:20][C:19]=3[C:24]3[NH:28][C:27](=[O:29])[O:26][N:25]=3)=[CH:14][CH:13]=2)=[C:6]([CH2:8][CH2:9][CH3:10])[N:7]=1.[OH-].[Na+].CO.Cl. The catalyst is O. The product is [CH3:1][C:2]1[N:3]([CH2:31][C:32]2[CH:41]=[CH:40][CH:39]=[CH:38][C:33]=2[C:34]([OH:36])=[O:35])[C:4](=[O:30])[C:5]([CH2:11][C:12]2[CH:13]=[CH:14][C:15]([C:18]3[CH:23]=[CH:22][CH:21]=[CH:20][C:19]=3[C:24]3[NH:28][C:27](=[O:29])[O:26][N:25]=3)=[CH:16][CH:17]=2)=[C:6]([CH2:8][CH2:9][CH3:10])[N:7]=1. The yield is 0.800. (3) The reactants are [O-:1][N+:2]1[C:7]2[CH:8]=[CH:9][CH:10]=[CH:11][C:6]=2[N:5]=[C:4]([NH:12][CH2:13][CH2:14]O)[N:3]=1.CCN(CC)CC.[CH2:23]([NH:26][CH2:27][CH2:28][CH3:29])[CH2:24][CH3:25].C(Cl)[Cl:31]. No catalyst specified. The product is [ClH:31].[O-:1][N+:2]1[C:7]2[CH:8]=[CH:9][CH:10]=[CH:11][C:6]=2[N:5]=[C:4]([NH:12][CH2:13][CH2:14][N:26]([CH2:27][CH2:28][CH3:29])[CH2:23][CH2:24][CH3:25])[N:3]=1. The yield is 0.390. (4) The reactants are [NH2:1][CH2:2][C@H:3]1[CH2:7][NH:6][C:5](=[O:8])[CH2:4]1.[CH:9]1([C:14]2[C:19]([C:20]([NH:22][CH:23]3[CH:30]4[CH2:31][CH:26]5[CH2:27][C:28]([OH:33])([CH2:32][CH:24]3[CH2:25]5)[CH2:29]4)=[O:21])=[CH:18][N:17]=[C:16](S(C)(=O)=O)[N:15]=2)[CH2:13][CH2:12][CH2:11][CH2:10]1. The catalyst is C(#N)CCC. The product is [CH:9]1([C:14]2[C:19]([C:20]([NH:22][CH:23]3[CH:30]4[CH2:31][CH:26]5[CH2:27][C:28]([OH:33])([CH2:32][CH:24]3[CH2:25]5)[CH2:29]4)=[O:21])=[CH:18][N:17]=[C:16]([NH:1][CH2:2][C@@H:3]3[CH2:4][C:5](=[O:8])[NH:6][CH2:7]3)[N:15]=2)[CH2:10][CH2:11][CH2:12][CH2:13]1. The yield is 0.770.